From a dataset of Forward reaction prediction with 1.9M reactions from USPTO patents (1976-2016). Predict the product of the given reaction. (1) The product is: [Br:1][C:2]1[CH:10]=[C:6]([C:7]([N:17]2[C:18]3[C:14](=[CH:13][C:12]([F:11])=[CH:20][CH:19]=3)[CH2:15][CH2:16]2)=[O:9])[CH:5]=[N:4][CH:3]=1. Given the reactants [Br:1][C:2]1[CH:3]=[N:4][CH:5]=[C:6]([CH:10]=1)[C:7]([OH:9])=O.[F:11][C:12]1[CH:13]=[C:14]2[C:18](=[CH:19][CH:20]=1)[NH:17][CH2:16][CH2:15]2.CN(C(ON1N=NC2C=CC=CC1=2)=[N+](C)C)C.[B-](F)(F)(F)F.O, predict the reaction product. (2) Given the reactants C(OC(=O)[NH:7][C:8]1([CH2:16][N:17]2[C:25]3[C:20](=[CH:21][C:22]([CH2:26][CH2:27][C:28]4[CH:33]=[CH:32][C:31]([C:34]5[CH:39]=[CH:38][CH:37]=[CH:36][C:35]=5[C:40]([F:43])([F:42])[F:41])=[CH:30][CH:29]=4)=[CH:23][CH:24]=3)[CH2:19][CH2:18]2)[CH2:13][O:12]C(C)(C)[O:10][CH2:9]1)(C)(C)C.C(OC1C=C(C2ON=C(C3C=CC=C4C=3CCN4CC3(NC(=O)OC(C)(C)C)COC(C)(C)OC3)N=2)C=CC=1OCC)C, predict the reaction product. The product is: [NH2:7][C:8]([CH2:16][N:17]1[C:25]2[C:20](=[CH:21][C:22]([CH2:26][CH2:27][C:28]3[CH:33]=[CH:32][C:31]([C:34]4[CH:39]=[CH:38][CH:37]=[CH:36][C:35]=4[C:40]([F:43])([F:41])[F:42])=[CH:30][CH:29]=3)=[CH:23][CH:24]=2)[CH2:19][CH2:18]1)([CH2:9][OH:10])[CH2:13][OH:12].